This data is from Full USPTO retrosynthesis dataset with 1.9M reactions from patents (1976-2016). The task is: Predict the reactants needed to synthesize the given product. (1) Given the product [CH2:1]([C:8]1[C:13](=[O:14])[N:12]2[CH2:15][CH2:16][CH2:17][CH2:18][C:11]2=[N:10][C:9]=1[CH:19]([N:28]1[C:24](=[O:34])[C:25]2[C:26](=[CH:30][CH:31]=[CH:32][CH:33]=2)[C:27]1=[O:29])[CH:20]([CH3:22])[CH3:21])[C:2]1[CH:7]=[CH:6][CH:5]=[CH:4][CH:3]=1, predict the reactants needed to synthesize it. The reactants are: [CH2:1]([C:8]1[C:13](=[O:14])[N:12]2[CH2:15][CH2:16][CH2:17][CH2:18][C:11]2=[N:10][C:9]=1[CH:19](O)[CH:20]([CH3:22])[CH3:21])[C:2]1[CH:7]=[CH:6][CH:5]=[CH:4][CH:3]=1.[C:24]1(=[O:34])[NH:28][C:27](=[O:29])[C:26]2=[CH:30][CH:31]=[CH:32][CH:33]=[C:25]12.C1(P(C2C=CC=CC=2)C2C=CC=CC=2)C=CC=CC=1.CC(OC(/N=N/C(OC(C)C)=O)=O)C. (2) Given the product [F:7][CH:11]1[N:16]2[N:17]=[C:18]([CH2:20][O:21][C:22]3[CH:27]=[CH:26][CH:25]=[CH:24][CH:23]=3)[CH:19]=[C:15]2[C:14](=[O:28])[NH:13][CH2:12]1, predict the reactants needed to synthesize it. The reactants are: CCN(S(F)(F)[F:7])CC.O[CH:11]1[N:16]2[N:17]=[C:18]([CH2:20][O:21][C:22]3[CH:27]=[CH:26][CH:25]=[CH:24][CH:23]=3)[CH:19]=[C:15]2[C:14](=[O:28])[NH:13][CH2:12]1.